Dataset: Full USPTO retrosynthesis dataset with 1.9M reactions from patents (1976-2016). Task: Predict the reactants needed to synthesize the given product. (1) The reactants are: F[C:2]1[N:7]=[C:6]([O:8][C:9]2[CH:10]=[C:11]3[C:16](=[CH:17][CH:18]=2)[C:15]([C:19]([OH:21])=[O:20])=[CH:14][CH:13]=[CH:12]3)[CH:5]=[CH:4][N:3]=1.[CH3:22][NH2:23]. Given the product [CH3:22][NH:23][C:2]1[N:7]=[C:6]([O:8][C:9]2[CH:10]=[C:11]3[C:16](=[CH:17][CH:18]=2)[C:15]([C:19]([OH:21])=[O:20])=[CH:14][CH:13]=[CH:12]3)[CH:5]=[CH:4][N:3]=1, predict the reactants needed to synthesize it. (2) The reactants are: [Cl:1][C:2]1[N:7]=[CH:6][C:5]2[CH:8]=[N:9][NH:10][C:4]=2[CH:3]=1.[OH-].[K+].[I:13]I. Given the product [Cl:1][C:2]1[N:7]=[CH:6][C:5]2[C:8]([I:13])=[N:9][NH:10][C:4]=2[CH:3]=1, predict the reactants needed to synthesize it.